Predict the product of the given reaction. From a dataset of Forward reaction prediction with 1.9M reactions from USPTO patents (1976-2016). (1) Given the reactants [CH2:1]([C:5]1[N:6]=[C:7]([CH3:30])[N:8]([CH2:27][CH2:28][OH:29])[C:9](=[O:26])[C:10]=1[CH2:11][C:12]1[CH:17]=[CH:16][C:15]([C:18]2[C:19]([C:24]#[N:25])=[CH:20][CH:21]=[CH:22][CH:23]=2)=[CH:14][CH:13]=1)[CH2:2][CH2:3][CH3:4].FC(F)(F)S(O[Si](C(C)(C)C)(C)C)(=O)=O.[N:46]1C(C)=CC=CC=1C.[Cl-].O[NH3+].[C:57](=[O:60])([O-])[OH:58].[Na+], predict the reaction product. The product is: [CH2:1]([C:5]1[N:6]=[C:7]([CH3:30])[N:8]([CH2:27][CH2:28][OH:29])[C:9](=[O:26])[C:10]=1[CH2:11][C:12]1[CH:17]=[CH:16][C:15]([C:18]2[CH:23]=[CH:22][CH:21]=[CH:20][C:19]=2[C:24]2[NH:46][C:57](=[O:60])[O:58][N:25]=2)=[CH:14][CH:13]=1)[CH2:2][CH2:3][CH3:4]. (2) Given the reactants [CH2:1]([O:3][C:4](=[O:47])[CH2:5][CH2:6][CH2:7][NH:8][C@H:9]([C:41]1[CH:46]=[CH:45][CH:44]=[CH:43][CH:42]=1)[CH2:10][N:11]1[C:16](=[O:17])[C:15]([C:18]2[CH:23]=[CH:22][CH:21]=[C:20]([O:24][CH3:25])[C:19]=2[F:26])=[C:14]([CH3:27])[N:13]([CH2:28][C:29]2[C:34]([C:35]([F:38])([F:37])[F:36])=[CH:33][CH:32]=[CH:31][C:30]=2[F:39])[C:12]1=[O:40])[CH3:2].[ClH:48].CCCCCCC, predict the reaction product. The product is: [ClH:48].[CH2:1]([O:3][C:4](=[O:47])[CH2:5][CH2:6][CH2:7][NH:8][C@H:9]([C:41]1[CH:42]=[CH:43][CH:44]=[CH:45][CH:46]=1)[CH2:10][N:11]1[C:16](=[O:17])[C:15]([C:18]2[CH:23]=[CH:22][CH:21]=[C:20]([O:24][CH3:25])[C:19]=2[F:26])=[C:14]([CH3:27])[N:13]([CH2:28][C:29]2[C:34]([C:35]([F:38])([F:37])[F:36])=[CH:33][CH:32]=[CH:31][C:30]=2[F:39])[C:12]1=[O:40])[CH3:2].